From a dataset of Full USPTO retrosynthesis dataset with 1.9M reactions from patents (1976-2016). Predict the reactants needed to synthesize the given product. (1) Given the product [CH:1]1([N:6]2[CH2:12][C:11]([F:14])([F:13])[C:10](=[O:15])[N:9]([CH3:16])[C:8]3[CH:17]=[N:18][C:19]([NH:21][C:22]4[CH:30]=[CH:29][C:25]([C:26]([NH:55][CH2:56][CH2:57][N:53]([CH3:52])[CH3:36])=[O:27])=[CH:24][C:23]=4[CH3:31])=[N:20][C:7]2=3)[CH2:2][CH2:3][CH2:4][CH2:5]1, predict the reactants needed to synthesize it. The reactants are: [CH:1]1([N:6]2[CH2:12][C:11]([F:14])([F:13])[C:10](=[O:15])[N:9]([CH3:16])[C:8]3[CH:17]=[N:18][C:19]([NH:21][C:22]4[CH:30]=[CH:29][C:25]([C:26](O)=[O:27])=[CH:24][C:23]=4[CH3:31])=[N:20][C:7]2=3)[CH2:5][CH2:4][CH2:3][CH2:2]1.ON1C2C=CC=C[C:36]=2N=N1.F[P-](F)(F)(F)(F)F.CN([C:52](N(C)C)=[N+:53]1[C:57]2C=CC=C[C:56]=2[N+:55]([O-])=N1)C.C(N(C(C)C)CC)(C)C.NC1CCOCC1. (2) The reactants are: [CH3:1][O:2][C:3]1[CH:4]=[C:5]([C:9]2[C:10]([NH2:20])=[N:11][NH:12][C:13]=2[C:14]2[CH:19]=[CH:18][N:17]=[CH:16][CH:15]=2)[CH:6]=[CH:7][CH:8]=1.CC[O:23][CH:24]=[C:25]([C:31](OCC)=O)[C:26]([O:28][CH2:29][CH3:30])=[O:27]. Given the product [CH3:1][O:2][C:3]1[CH:4]=[C:5]([C:9]2[C:13]([C:14]3[CH:19]=[CH:18][N:17]=[CH:16][CH:15]=3)=[N:12][N:11]3[C:24](=[O:23])[C:25]([C:26]([O:28][CH2:29][CH3:30])=[O:27])=[CH:31][NH:20][C:10]=23)[CH:6]=[CH:7][CH:8]=1, predict the reactants needed to synthesize it. (3) Given the product [F:1][C:2]1[CH:3]=[C:4]([C:11]2[CH:12]=[CH:13][C:14]([O:17][CH2:18][CH:19]3[CH2:20][CH2:21][N:22]([CH2:25][C:26]4([C:30]([F:33])([F:31])[F:32])[CH2:29][CH2:28][CH2:27]4)[CH2:23][CH2:24]3)=[CH:15][CH:16]=2)[CH:5]=[CH:6][C:7]=1[C:8]([N:58]1[CH2:63][CH2:62][CH2:61][C@H:60]([OH:64])[CH2:59]1)=[O:9], predict the reactants needed to synthesize it. The reactants are: [F:1][C:2]1[CH:3]=[C:4]([C:11]2[CH:16]=[CH:15][C:14]([O:17][CH2:18][CH:19]3[CH2:24][CH2:23][N:22]([CH2:25][C:26]4([C:30]([F:33])([F:32])[F:31])[CH2:29][CH2:28][CH2:27]4)[CH2:21][CH2:20]3)=[CH:13][CH:12]=2)[CH:5]=[CH:6][C:7]=1[C:8](O)=[O:9].C(Cl)CCl.C1C=CC2N(O)N=NC=2C=1.CCN(C(C)C)C(C)C.Cl.[NH:58]1[CH2:63][CH2:62][CH2:61][C@H:60]([OH:64])[CH2:59]1. (4) Given the product [CH3:1][O:2][C:3]1[CH:4]=[CH:5][C:6]([C:9]2[C:18]([C:19]3[CH:24]=[CH:23][C:22]([O:25][CH3:26])=[CH:21][CH:20]=3)=[N:17][C:16]3[C:11](=[CH:12][CH:13]=[C:14]([N:27]([S:29]([CH3:28])(=[O:31])=[O:30])[S:29]([CH3:28])(=[O:31])=[O:30])[CH:15]=3)[N:10]=2)=[CH:7][CH:8]=1, predict the reactants needed to synthesize it. The reactants are: [CH3:1][O:2][C:3]1[CH:8]=[CH:7][C:6]([C:9]2[C:18]([C:19]3[CH:24]=[CH:23][C:22]([O:25][CH3:26])=[CH:21][CH:20]=3)=[N:17][C:16]3[C:11](=[CH:12][CH:13]=[C:14]([NH2:27])[CH:15]=3)[N:10]=2)=[CH:5][CH:4]=1.[CH3:28][S:29](Cl)(=[O:31])=[O:30].C(N(CC)CC)C. (5) Given the product [CH:31]1([NH:1][C:2]2[CH:3]=[C:4]([O:23][CH2:24][CH2:25][O:26][CH3:27])[CH:5]=[C:6]3[C:10]=2[N:9]([C:11]([O:13][C:14]([CH3:16])([CH3:15])[CH3:17])=[O:12])[CH:8]([C:18]([O:20][CH2:21][CH3:22])=[O:19])[CH2:7]3)[CH2:33][CH2:32]1, predict the reactants needed to synthesize it. The reactants are: [NH2:1][C:2]1[CH:3]=[C:4]([O:23][CH2:24][CH2:25][O:26][CH3:27])[CH:5]=[C:6]2[C:10]=1[N:9]([C:11]([O:13][C:14]([CH3:17])([CH3:16])[CH3:15])=[O:12])[CH:8]([C:18]([O:20][CH2:21][CH3:22])=[O:19])[CH2:7]2.C(O[C:31]1(O[Si](C)(C)C)[CH2:33][CH2:32]1)C.C(O)(=O)C.C([BH3-])#N.[Na+]. (6) Given the product [CH2:12]([C:14]1[CH:22]=[C:21]([C:23]([F:24])([F:25])[F:26])[CH:20]=[C:19]([O:27][CH3:28])[C:15]=1[C:16]([NH:11][C@@H:7]1[CH2:8][CH2:9][CH2:10][C@@H:6]1[N:1]1[CH2:2][CH2:3][CH2:4][CH2:5]1)=[O:17])[CH3:13], predict the reactants needed to synthesize it. The reactants are: [N:1]1([C@H:6]2[CH2:10][CH2:9][CH2:8][C@H:7]2[NH2:11])[CH2:5][CH2:4][CH2:3][CH2:2]1.[CH2:12]([C:14]1[CH:22]=[C:21]([C:23]([F:26])([F:25])[F:24])[CH:20]=[C:19]([O:27][CH3:28])[C:15]=1[C:16](O)=[O:17])[CH3:13].